This data is from Forward reaction prediction with 1.9M reactions from USPTO patents (1976-2016). The task is: Predict the product of the given reaction. (1) Given the reactants [CH3:1][C:2]1[O:3][C:4]2[C:9]([C:10](=[O:12])[CH:11]=1)=[CH:8][CH:7]=[CH:6][C:5]=2[CH:13]=O.O=[C:16]([CH3:22])[CH2:17][C:18]([O:20][CH3:21])=[O:19].[NH2:23][C:24]([CH3:35])=[CH:25][C:26]([C:28]1[CH:33]=[CH:32][C:31]([CH3:34])=[CH:30][CH:29]=1)=[O:27].C(O)(=O)C, predict the reaction product. The product is: [CH3:22][C:16]1[NH:23][C:24]([CH3:35])=[C:25]([C:26](=[O:27])[C:28]2[CH:33]=[CH:32][C:31]([CH3:34])=[CH:30][CH:29]=2)[CH:13]([C:5]2[CH:6]=[CH:7][CH:8]=[C:9]3[C:4]=2[O:3][C:2]([CH3:1])=[CH:11][C:10]3=[O:12])[C:17]=1[C:18]([O:20][CH3:21])=[O:19]. (2) Given the reactants [S:1]1[C:5]2[CH:6]=[CH:7][CH:8]=[CH:9][C:4]=2[C:3]([C:10]2[CH:11]=[C:12]([CH2:16][OH:17])[CH:13]=[CH:14][CH:15]=2)=[CH:2]1.O[C:19]1[CH:24]=[CH:23][C:22]([CH2:25][CH2:26][C:27]([O:29][CH3:30])=[O:28])=[CH:21][CH:20]=1.C(P(CCCC)CCCC)CCC.N(C(N1CCCCC1)=O)=NC(N1CCCCC1)=O, predict the reaction product. The product is: [S:1]1[C:5]2[CH:6]=[CH:7][CH:8]=[CH:9][C:4]=2[C:3]([C:10]2[CH:11]=[C:12]([CH:13]=[CH:14][CH:15]=2)[CH2:16][O:17][C:19]2[CH:24]=[CH:23][C:22]([CH2:25][CH2:26][C:27]([O:29][CH3:30])=[O:28])=[CH:21][CH:20]=2)=[CH:2]1. (3) Given the reactants [F:1][C:2]([F:15])([F:14])[C:3]1[NH:13][C:6]2=[N:7][CH:8]=[C:9]([CH2:11][NH2:12])[CH:10]=[C:5]2[CH:4]=1.[Cl:16][C:17]1[C:22]([CH3:23])=[C:21]([CH:24]([F:26])[CH3:25])[N:20]=[CH:19][N:18]=1.CCN(C(C)C)C(C)C.Cl.C(OCC)C, predict the reaction product. The product is: [ClH:16].[F:26][CH:24]([C:21]1[N:20]=[CH:19][N:18]=[C:17]([NH:12][CH2:11][C:9]2[CH:10]=[C:5]3[CH:4]=[C:3]([C:2]([F:1])([F:14])[F:15])[NH:13][C:6]3=[N:7][CH:8]=2)[C:22]=1[CH3:23])[CH3:25]. (4) Given the reactants [O:1]=[C:2]1[C:10]2[C:5](=[CH:6][CH:7]=[CH:8][CH:9]=2)[C:4](=[O:11])[N:3]1[CH2:12][C:13]1[N:18]=[C:17]([NH:19]C(=O)C(C)(C)C)[CH:16]=[CH:15][CH:14]=1, predict the reaction product. The product is: [NH2:19][C:17]1[CH:16]=[CH:15][CH:14]=[C:13]([CH2:12][N:3]2[C:2](=[O:1])[C:10]3[C:5](=[CH:6][CH:7]=[CH:8][CH:9]=3)[C:4]2=[O:11])[N:18]=1.